Dataset: Forward reaction prediction with 1.9M reactions from USPTO patents (1976-2016). Task: Predict the product of the given reaction. Given the reactants [CH2:1]([N:4]1[C:12]2[C:7](=[CH:8][CH:9]=[C:10]([Br:13])[CH:11]=2)[CH:6]=[CH:5]1)[CH:2]=[CH2:3].[F:14][C:15]([F:26])([F:25])[C:16](O[C:16](=[O:17])[C:15]([F:26])([F:25])[F:14])=[O:17], predict the reaction product. The product is: [CH2:1]([N:4]1[C:12]2[C:7](=[CH:8][CH:9]=[C:10]([Br:13])[CH:11]=2)[C:6]([C:16](=[O:17])[C:15]([F:26])([F:25])[F:14])=[CH:5]1)[CH:2]=[CH2:3].